Dataset: Reaction yield outcomes from USPTO patents with 853,638 reactions. Task: Predict the reaction yield, written as a fraction of the theoretical maximum amount of product (1.0 means a 100% yield; for example, 0.34 means a 34% yield). (1) The reactants are [Cl:1][C:2]1[O:12][C:5]2=[C:6]([NH2:11])[N:7]=[CH:8][C:9](I)=[C:4]2[CH:3]=1.CC1(C)C(C)(C)OB([C:21]2[CH:22]=[N:23][N:24]([CH:26]3[CH2:31][CH2:30][N:29]([C:32]([O:34][C:35]([CH3:38])([CH3:37])[CH3:36])=[O:33])[CH2:28][CH2:27]3)[CH:25]=2)O1. The catalyst is COCCOC.O. The product is [C:35]([O:34][C:32]([N:29]1[CH2:28][CH2:27][CH:26]([N:24]2[CH:25]=[C:21]([C:9]3[CH:8]=[N:7][C:6]([NH2:11])=[C:5]4[O:12][C:2]([Cl:1])=[CH:3][C:4]=34)[CH:22]=[N:23]2)[CH2:31][CH2:30]1)=[O:33])([CH3:38])([CH3:36])[CH3:37]. The yield is 0.800. (2) The reactants are C(O[C:9]1[C:14]([O:15][CH3:16])=[CH:13][CH:12]=[CH:11][C:10]=1[CH2:17][CH:18]([OH:28])[CH2:19][O:20][Si:21]([C:24]([CH3:27])([CH3:26])[CH3:25])([CH3:23])[CH3:22])C1C=CC=CC=1.CC1C=CC(S(OCC(O)CC2C=CC(OC)=CC=2O)(=O)=O)=CC=1.[Si](OCC(O)CC1C=CC=C(OC)C=1O)(C(C)(C)C)(C)C.C1(O)C=CC=CC=1.C1(P(C2C=CC=CC=2)C2C=CC=CC=2)C=CC=CC=1.CCOC(/N=N/C(OCC)=O)=O.CC1C=CC(S(OCC2CC3C=CC(OC)=CC=3O2)(=O)=O)=CC=1. The catalyst is [Pd]. The product is [C:24]([Si:21]([O:20][CH2:19][CH:18]1[CH2:17][C:10]2[CH:11]=[CH:12][CH:13]=[C:14]([O:15][CH3:16])[C:9]=2[O:28]1)([CH3:22])[CH3:23])([CH3:25])([CH3:26])[CH3:27]. The yield is 0.800. (3) The reactants are CN1CCN(C)[C:4](=[O:9])[C:3]1=[O:10].[C:11]1([CH3:19])[CH:16]=[CH:15][CH:14]=[C:13]([Mg]Cl)[CH:12]=1. The catalyst is C1COCC1. The product is [CH3:19][C:11]1[CH:16]=[C:15]([C:3]([C:4]([C:13]2[CH:14]=[CH:15][CH:16]=[C:11]([CH3:19])[CH:12]=2)=[O:9])=[O:10])[CH:14]=[CH:13][CH:12]=1. The yield is 0.350. (4) The reactants are [Br:1][C:2]1[CH:7]=[C:6]([C:8]([F:17])([C:13]([F:16])([F:15])[F:14])[C:9]([F:12])([F:11])[F:10])[CH:5]=[C:4]([C:18]([F:21])([F:20])[F:19])[C:3]=1[NH:22][C:23](=[O:31])[C:24]1[CH:29]=[CH:28][CH:27]=[C:26](Cl)[N:25]=1.[CH3:32][NH2:33].O.C(OCC)(=O)C. The catalyst is O1CCOCC1.S([O-])([O-])(=O)=O.[Cu+2]. The product is [Br:1][C:2]1[CH:7]=[C:6]([C:8]([F:17])([C:13]([F:16])([F:15])[F:14])[C:9]([F:12])([F:11])[F:10])[CH:5]=[C:4]([C:18]([F:21])([F:20])[F:19])[C:3]=1[NH:22][C:23](=[O:31])[C:24]1[CH:29]=[CH:28][CH:27]=[C:26]([NH:33][CH3:32])[N:25]=1. The yield is 0.690. (5) The yield is 0.890. The catalyst is ClCCl. The reactants are [NH2:1][C:2]1[C:3]([Cl:14])=[CH:4][C:5]([Cl:13])=[C:6]2[C:11]=1[CH:10]=[C:9]([OH:12])[CH:8]=[CH:7]2.N1C=CC=CC=1.[C:21](OC(=O)C)(=[O:23])[CH3:22].O. The product is [C:21]([O:12][C:9]1[CH:8]=[CH:7][C:6]2[C:11](=[C:2]([NH2:1])[C:3]([Cl:14])=[CH:4][C:5]=2[Cl:13])[CH:10]=1)(=[O:23])[CH3:22]. (6) The reactants are [F:1][C:2]1[C:3]([N+:14]([O-])=O)=[C:4]([CH2:8][C:9](OCC)=[O:10])[CH:5]=[CH:6][CH:7]=1. The catalyst is [Fe].CC(O)=O. The product is [F:1][C:2]1[CH:7]=[CH:6][CH:5]=[C:4]2[C:3]=1[NH:14][C:9](=[O:10])[CH2:8]2. The yield is 0.580.